Task: Predict the product of the given reaction.. Dataset: Forward reaction prediction with 1.9M reactions from USPTO patents (1976-2016) (1) Given the reactants C([O-])=O.[NH4+].[CH3:5][C:6]1[CH:12]=[C:11]([CH3:13])[CH:10]=[CH:9][C:7]=1[NH2:8].[CH:14](=O)[CH:15]([CH3:17])[CH3:16], predict the reaction product. The product is: [CH3:5][C:6]1[CH:12]=[C:11]([CH3:13])[CH:10]=[CH:9][C:7]=1[NH:8][CH2:14][CH:15]([CH3:17])[CH3:16]. (2) The product is: [NH2:1][C:2]1[C:11]2[N:10]=[CH:9][C:8]([CH2:12][CH2:13][C:14]3[CH:22]=[CH:21][C:17]([C:18]([N:34]4[CH2:35][CH2:36][N:31]([CH2:29][CH3:30])[CH2:32][CH2:33]4)=[O:19])=[CH:16][C:15]=3[CH3:23])=[CH:7][C:6]=2[C:5]2[CH:24]=[CH:25][C:26]([CH3:28])=[CH:27][C:4]=2[N:3]=1. Given the reactants [NH2:1][C:2]1[C:11]2[N:10]=[CH:9][C:8]([CH2:12][CH2:13][C:14]3[CH:22]=[CH:21][C:17]([C:18](Cl)=[O:19])=[CH:16][C:15]=3[CH3:23])=[CH:7][C:6]=2[C:5]2[CH:24]=[CH:25][C:26]([CH3:28])=[CH:27][C:4]=2[N:3]=1.[CH2:29]([N:31]1[CH2:36][CH2:35][NH:34][CH2:33][CH2:32]1)[CH3:30], predict the reaction product. (3) Given the reactants I[C:2]1[CH:7]=[CH:6][C:5]([N+:8]([O-:10])=[O:9])=[CH:4][CH:3]=1.C(N(CC)CC)C.[CH2:18]([C:20]1[N:21]([CH2:34][C:35]#[CH:36])[C:22]2[C:31]3[CH:30]=[CH:29][CH:28]=[CH:27][C:26]=3[N:25]=[C:24](N)[C:23]=2[N:33]=1)[CH3:19], predict the reaction product. The product is: [CH2:18]([C:20]1[N:21]([CH2:34][C:35]#[C:36][C:2]2[CH:7]=[CH:6][C:5]([N+:8]([O-:10])=[O:9])=[CH:4][CH:3]=2)[C:22]2[C:31]3[CH:30]=[CH:29][CH:28]=[CH:27][C:26]=3[N:25]=[CH:24][C:23]=2[N:33]=1)[CH3:19]. (4) Given the reactants CO[C:3]1[C:4]2[CH2:12][N:11]([C:13]3[CH:20]=[CH:19][C:18]([CH3:21])=[CH:17][C:14]=3[C:15]#[N:16])[CH2:10][CH2:9][C:5]=2[N:6]=[CH:7][N:8]=1.CN(C)C1C=CC=CC=1.CN(C)C=O.P(Cl)(Cl)([Cl:38])=O.[OH-].[Na+], predict the reaction product. The product is: [Cl:38][C:3]1[C:4]2[CH2:12][N:11]([C:13]3[CH:20]=[CH:19][C:18]([CH3:21])=[CH:17][C:14]=3[C:15]#[N:16])[CH2:10][CH2:9][C:5]=2[N:6]=[CH:7][N:8]=1.